From a dataset of Catalyst prediction with 721,799 reactions and 888 catalyst types from USPTO. Predict which catalyst facilitates the given reaction. (1) Reactant: [Cl:1][C:2]1[C:7]([O:8][CH3:9])=[C:6]([OH:10])[C:5]([N+:11]([O-:13])=[O:12])=[CH:4][C:3]=1O.COS([O:20][CH3:21])(=O)=O.[C:22]([O-])([O-])=O.[K+].[K+].O. Product: [Cl:1][C:2]1[C:7]([O:8][CH3:9])=[C:6]([O:10][CH3:22])[C:5]([N+:11]([O-:13])=[O:12])=[CH:4][C:3]=1[O:20][CH3:21]. The catalyst class is: 3. (2) Reactant: [F:1][C:2]1[CH:3]=[C:4]([C:35]([O:37][C:38]([CH3:41])([CH3:40])[CH3:39])=[O:36])[C:5]2/[C:6](=[CH:32]/[CH2:33][OH:34])/[CH:7]([C:26]3[N:30]([CH3:31])[N:29]=[CH:28][N:27]=3)[CH:8]([C:19]3[CH:24]=[CH:23][C:22]([F:25])=[CH:21][CH:20]=3)[N:9]([C:12]([O:14][C:15]([CH3:18])([CH3:17])[CH3:16])=[O:13])[C:10]=2[CH:11]=1.[CH3:42][S:43](Cl)(=[O:45])=[O:44]. Product: [F:1][C:2]1[CH:3]=[C:4]([C:35]([O:37][C:38]([CH3:41])([CH3:40])[CH3:39])=[O:36])[C:5]2/[C:6](=[CH:32]/[CH2:33][O:34][S:43]([CH3:42])(=[O:45])=[O:44])/[CH:7]([C:26]3[N:30]([CH3:31])[N:29]=[CH:28][N:27]=3)[CH:8]([C:19]3[CH:20]=[CH:21][C:22]([F:25])=[CH:23][CH:24]=3)[N:9]([C:12]([O:14][C:15]([CH3:18])([CH3:17])[CH3:16])=[O:13])[C:10]=2[CH:11]=1. The catalyst class is: 347. (3) Reactant: [O:1]1[CH2:6][CH:5]=[C:4]([C:7]2[C:8]([F:14])=[N:9][CH:10]=[C:11]([F:13])[CH:12]=2)[CH2:3][CH2:2]1. Product: [F:14][C:8]1[C:7]([CH:4]2[CH2:3][CH2:2][O:1][CH2:6][CH2:5]2)=[CH:12][C:11]([F:13])=[CH:10][N:9]=1. The catalyst class is: 19. (4) Reactant: [OH:1][C@@H:2]([C@H:4]1[C:34](=[O:35])[N:6]2[C:7]([C:21]([O:23][CH2:24][C:25]3[CH:30]=[CH:29][C:28]([N+:31]([O-:33])=[O:32])=[CH:27][CH:26]=3)=[O:22])=[C:8]([C:11]3[S:15][C:14]4=[C:16]([S:19][CH3:20])[N:17]=[CH:18][N:13]4[CH:12]=3)[C@H:9]([CH3:10])[C@H:5]12)[CH3:3].[N+:36]([C:39]1[CH:54]=[CH:53][C:42]([CH2:43][O:44][C:45]([O:47][NH:48][C:49](=[O:52])[CH2:50][I:51])=[O:46])=[CH:41][CH:40]=1)([O-:38])=[O:37]. Product: [I-:51].[OH:1][C@@H:2]([C@H:4]1[C:34](=[O:35])[N:6]2[C:7]([C:21]([O:23][CH2:24][C:25]3[CH:26]=[CH:27][C:28]([N+:31]([O-:33])=[O:32])=[CH:29][CH:30]=3)=[O:22])=[C:8]([C:11]3[S:15][C:14]4=[C:16]([S:19][CH3:20])[N:17]([CH2:50][C:49]([NH:48][O:47][C:45]([O:44][CH2:43][C:42]5[CH:53]=[CH:54][C:39]([N+:36]([O-:38])=[O:37])=[CH:40][CH:41]=5)=[O:46])=[O:52])[CH:18]=[N+:13]4[CH:12]=3)[C@H:9]([CH3:10])[C@H:5]12)[CH3:3]. The catalyst class is: 10. (5) Reactant: Br[C:2]1[NH:3][C:4]2[C:9]([C:10]=1[CH:11]1[CH2:16][CH2:15][CH2:14][CH2:13][CH2:12]1)=[CH:8][CH:7]=[C:6]([C:17]([O:19][CH3:20])=[O:18])[CH:5]=2.[C:21]([O:25][C:26]([N:28]1[CH:32]=[CH:31][CH:30]=[C:29]1B(O)O)=[O:27])([CH3:24])([CH3:23])[CH3:22].C(=O)([O-])[O-].[Na+].[Na+].[Cl-].[Li+]. Product: [C:21]([O:25][C:26]([N:28]1[CH:32]=[CH:31][CH:30]=[C:29]1[C:2]1[NH:3][C:4]2[C:9]([C:10]=1[CH:11]1[CH2:16][CH2:15][CH2:14][CH2:13][CH2:12]1)=[CH:8][CH:7]=[C:6]([C:17]([O:19][CH3:20])=[O:18])[CH:5]=2)=[O:27])([CH3:24])([CH3:22])[CH3:23]. The catalyst class is: 437. (6) Reactant: [Br:1][CH2:2][C:3]1[CH:4]=[C:5]([CH:9]=[CH:10][CH:11]=1)[C:6]([OH:8])=[O:7].[C:12]1([P:18]([C:25]2[CH:30]=[CH:29][CH:28]=[CH:27][CH:26]=2)[C:19]2[CH:24]=[CH:23][CH:22]=[CH:21][CH:20]=2)[CH:17]=[CH:16][CH:15]=[CH:14][CH:13]=1. Product: [Br-:1].[C:6]([C:5]1[CH:4]=[C:3]([CH:11]=[CH:10][CH:9]=1)[CH2:2][P+:18]([C:19]1[CH:20]=[CH:21][CH:22]=[CH:23][CH:24]=1)([C:25]1[CH:30]=[CH:29][CH:28]=[CH:27][CH:26]=1)[C:12]1[CH:13]=[CH:14][CH:15]=[CH:16][CH:17]=1)([OH:8])=[O:7]. The catalyst class is: 10. (7) Reactant: [H-].[Na+].[F:3][C:4]1[C:5]([N+:23]([O-:25])=[O:24])=[C:6]2[C:11](=[C:12]([O:15][CH3:16])[C:13]=1[F:14])[NH:10][CH:9]=[C:8]([C:17]([O:19][CH2:20][CH3:21])=[O:18])[C:7]2=[O:22].[CH2:26](Br)[C:27]1[CH:32]=[CH:31][CH:30]=[CH:29][CH:28]=1. Product: [CH2:26]([N:10]1[C:11]2[C:6](=[C:5]([N+:23]([O-:25])=[O:24])[C:4]([F:3])=[C:13]([F:14])[C:12]=2[O:15][CH3:16])[C:7](=[O:22])[C:8]([C:17]([O:19][CH2:20][CH3:21])=[O:18])=[CH:9]1)[C:27]1[CH:32]=[CH:31][CH:30]=[CH:29][CH:28]=1. The catalyst class is: 3.